From a dataset of Forward reaction prediction with 1.9M reactions from USPTO patents (1976-2016). Predict the product of the given reaction. Given the reactants [CH2:1]([CH:3]([CH2:22][CH2:23][CH2:24][CH3:25])[CH2:4][N:5]1[C:17]2[C:12](=[CH:13][CH:14]=[C:15]3[CH:21]=[CH:20][CH:19]=[CH:18][C:16]3=2)[C:11]2[C:6]1=[CH:7][CH:8]=[CH:9][CH:10]=2)[CH3:2].[CH3:26][C:27]1[CH:35]=[C:34]([CH3:36])[CH:33]=[C:32]([CH3:37])[C:28]=1[C:29](Cl)=[O:30].[Al+3].[Cl-].[Cl-].[Cl-].[F:42][C:43]1[CH:51]=[CH:50][CH:49]=[CH:48][C:44]=1[C:45](Cl)=[O:46], predict the reaction product. The product is: [CH2:1]([CH:3]([CH2:22][CH2:23][CH2:24][CH3:25])[CH2:4][N:5]1[C:17]2[C:12](=[CH:13][C:14]([C:29]([C:28]3[C:27]([CH3:26])=[CH:35][C:34]([CH3:36])=[CH:33][C:32]=3[CH3:37])=[O:30])=[C:15]3[CH:21]=[CH:20][CH:19]=[CH:18][C:16]3=2)[C:11]2[C:6]1=[CH:7][CH:8]=[C:9]([C:45](=[O:46])[C:44]1[CH:48]=[CH:49][CH:50]=[CH:51][C:43]=1[F:42])[CH:10]=2)[CH3:2].